This data is from Reaction yield outcomes from USPTO patents with 853,638 reactions. The task is: Predict the reaction yield, written as a fraction of the theoretical maximum amount of product (1.0 means a 100% yield; for example, 0.34 means a 34% yield). (1) The reactants are C([O:3][C:4]([C:6]1[CH:7]=[C:8]2[C:13](=[CH:14][C:15]=1[CH3:16])[N:12]([CH2:17][CH3:18])[C:11](=[O:19])[CH2:10][CH2:9]2)=[O:5])C.[OH-].[Na+]. The catalyst is CO. The product is [CH2:17]([N:12]1[C:13]2[C:8](=[CH:7][C:6]([C:4]([OH:5])=[O:3])=[C:15]([CH3:16])[CH:14]=2)[CH2:9][CH2:10][C:11]1=[O:19])[CH3:18]. The yield is 0.960. (2) The reactants are [Cl:1][C:2]1[C:3]2[NH:4][C:5]3[CH:6]=[C:7]4[C:11](=[C:12]([CH:26]=3)[CH2:13][CH2:14][C:15]3[CH:25]=[C:19]([NH:20][C:21]([N:24]=2)=[N:22][CH:23]=1)[CH:18]=[CH:17][CH:16]=3)[O:10][C:9](=[O:27])[N:8]4[CH2:28][C:29]([O:31]C)=[O:30].B(Br)(Br)Br. The catalyst is ClCCl. The product is [Cl:1][C:2]1[C:3]2[NH:4][C:5]3[CH:6]=[C:7]4[C:11](=[C:12]([CH:26]=3)[CH2:13][CH2:14][C:15]3[CH:25]=[C:19]([NH:20][C:21]([N:24]=2)=[N:22][CH:23]=1)[CH:18]=[CH:17][CH:16]=3)[O:10][C:9](=[O:27])[N:8]4[CH2:28][C:29]([OH:31])=[O:30]. The yield is 0.670. (3) The reactants are [CH2:1]1[C:10]2[C:5](=[CH:6][CH:7]=[CH:8][CH:9]=2)[CH2:4][CH2:3][N:2]1[CH2:11][CH2:12][CH2:13][CH2:14][O:15][C:16]1[N:25]=[C:24]2[C:19]([CH2:20][CH2:21][C:22](=[O:26])[NH:23]2)=[CH:18][CH:17]=1.[CH3:27]C1C=C2C(CCNC2)=CC=1. No catalyst specified. The product is [CH3:27][C:8]1[CH:9]=[C:10]2[C:5]([CH2:4][CH2:3][N:2]([CH2:11][CH2:12][CH2:13][CH2:14][O:15][C:16]3[N:25]=[C:24]4[C:19]([CH2:20][CH2:21][C:22](=[O:26])[NH:23]4)=[CH:18][CH:17]=3)[CH2:1]2)=[CH:6][CH:7]=1. The yield is 0.410. (4) The reactants are N1C(F)=NC(F)=NC=1F.[C:10]1([C:16]2([CH2:22][CH2:23][C:24]([OH:26])=O)[CH2:21][CH2:20][CH2:19][CH2:18][CH2:17]2)[CH:15]=[CH:14][CH:13]=[CH:12][CH:11]=1.N1C=CC=CC=1.[OH:33][CH:34]([C:46]1[CH:51]=[CH:50][C:49](/[C:52](=[N:54]/O)/[NH2:53])=[CH:48][CH:47]=1)[CH2:35][NH:36][CH2:37][CH2:38][C:39]([O:41]C(C)(C)C)=[O:40].C(N(C(C)C)CC)(C)C.[F-].C([N+](CCCC)(CCCC)CCCC)CCC.C1COCC1. The catalyst is ClCCl.C(OCC)(=O)C. The product is [OH:33][CH:34]([C:46]1[CH:47]=[CH:48][C:49]([C:52]2[N:53]=[C:24]([CH2:23][CH2:22][C:16]3([C:10]4[CH:11]=[CH:12][CH:13]=[CH:14][CH:15]=4)[CH2:17][CH2:18][CH2:19][CH2:20][CH2:21]3)[O:26][N:54]=2)=[CH:50][CH:51]=1)[CH2:35][NH:36][CH2:37][CH2:38][C:39]([OH:41])=[O:40]. The yield is 0.240. (5) The reactants are Br[C:2]1[CH:14]=[CH:13][C:12]2[C:11]3[C:6](=[CH:7][C:8]([Br:15])=[CH:9][CH:10]=3)[N:5]([C:16]3[CH:21]=[CH:20][CH:19]=[CH:18][CH:17]=3)[C:4]=2[CH:3]=1.[CH3:22][O:23][C:24]1[CH:25]=[CH:26][C:27](B(O)O)=[C:28]([C:30]2[CH:35]=[CH:34][CH:33]=[CH:32][CH:31]=2)[CH:29]=1.C([O-])([O-])=O.[Na+].[Na+].CCO. The catalyst is C1C=CC([P]([Pd]([P](C2C=CC=CC=2)(C2C=CC=CC=2)C2C=CC=CC=2)([P](C2C=CC=CC=2)(C2C=CC=CC=2)C2C=CC=CC=2)[P](C2C=CC=CC=2)(C2C=CC=CC=2)C2C=CC=CC=2)(C2C=CC=CC=2)C2C=CC=CC=2)=CC=1.C1(C)C=CC=CC=1. The product is [Br:15][C:8]1[CH:9]=[CH:10][C:11]2[C:12]3[C:4](=[CH:3][C:2]([C:27]4[CH:26]=[CH:25][C:24]([O:23][CH3:22])=[CH:29][C:28]=4[C:30]4[CH:31]=[CH:32][CH:33]=[CH:34][CH:35]=4)=[CH:14][CH:13]=3)[N:5]([C:16]3[CH:17]=[CH:18][CH:19]=[CH:20][CH:21]=3)[C:6]=2[CH:7]=1. The yield is 0.590. (6) The reactants are Br[C:2]1[CH:7]=[C:6]([CH3:8])[CH:5]=[CH:4][N:3]=1.CC(C)([O-])C.[Na+].[NH2:15][CH:16]1[CH2:19][N:18]([C:20]([O:22][C:23]([CH3:26])([CH3:25])[CH3:24])=[O:21])[CH2:17]1.C1C=CC(P(C2C(C3C(P(C4C=CC=CC=4)C4C=CC=CC=4)=CC=C4C=3C=CC=C4)=C3C(C=CC=C3)=CC=2)C2C=CC=CC=2)=CC=1. The catalyst is C1(C)C=CC=CC=1.C([O-])(=O)C.[Pd+2].C([O-])(=O)C. The product is [CH3:8][C:6]1[CH:5]=[CH:4][N:3]=[C:2]([NH:15][CH:16]2[CH2:17][N:18]([C:20]([O:22][C:23]([CH3:26])([CH3:25])[CH3:24])=[O:21])[CH2:19]2)[CH:7]=1. The yield is 0.430.